Dataset: NCI-60 drug combinations with 297,098 pairs across 59 cell lines. Task: Regression. Given two drug SMILES strings and cell line genomic features, predict the synergy score measuring deviation from expected non-interaction effect. (1) Drug 1: C1CN(CCN1C(=O)CCBr)C(=O)CCBr. Drug 2: CC(C)NC(=O)C1=CC=C(C=C1)CNNC.Cl. Cell line: DU-145. Synergy scores: CSS=44.6, Synergy_ZIP=2.70, Synergy_Bliss=2.15, Synergy_Loewe=-5.79, Synergy_HSA=-0.592. (2) Drug 1: CC1=C2C(C(=O)C3(C(CC4C(C3C(C(C2(C)C)(CC1OC(=O)C(C(C5=CC=CC=C5)NC(=O)OC(C)(C)C)O)O)OC(=O)C6=CC=CC=C6)(CO4)OC(=O)C)OC)C)OC. Drug 2: CC1=C(C(=O)C2=C(C1=O)N3CC4C(C3(C2COC(=O)N)OC)N4)N. Cell line: SF-295. Synergy scores: CSS=68.2, Synergy_ZIP=1.60, Synergy_Bliss=1.54, Synergy_Loewe=4.93, Synergy_HSA=7.04. (3) Drug 1: CCN(CC)CCCC(C)NC1=C2C=C(C=CC2=NC3=C1C=CC(=C3)Cl)OC. Drug 2: C(CN)CNCCSP(=O)(O)O. Cell line: SF-268. Synergy scores: CSS=19.4, Synergy_ZIP=-5.37, Synergy_Bliss=-0.104, Synergy_Loewe=-6.45, Synergy_HSA=-1.67. (4) Drug 1: CN1C(=O)N2C=NC(=C2N=N1)C(=O)N. Drug 2: CC1=C2C(C(=O)C3(C(CC4C(C3C(C(C2(C)C)(CC1OC(=O)C(C(C5=CC=CC=C5)NC(=O)C6=CC=CC=C6)O)O)OC(=O)C7=CC=CC=C7)(CO4)OC(=O)C)O)C)OC(=O)C. Cell line: RXF 393. Synergy scores: CSS=10.7, Synergy_ZIP=-0.666, Synergy_Bliss=6.28, Synergy_Loewe=-16.4, Synergy_HSA=-0.301. (5) Drug 1: C1=CN(C(=O)N=C1N)C2C(C(C(O2)CO)O)O.Cl. Drug 2: CN(CCCl)CCCl.Cl. Cell line: SR. Synergy scores: CSS=62.0, Synergy_ZIP=-0.371, Synergy_Bliss=-2.09, Synergy_Loewe=-3.98, Synergy_HSA=-0.953. (6) Drug 1: C1=CC(=CC=C1CCC2=CNC3=C2C(=O)NC(=N3)N)C(=O)NC(CCC(=O)O)C(=O)O. Drug 2: CN(C(=O)NC(C=O)C(C(C(CO)O)O)O)N=O. Cell line: PC-3. Synergy scores: CSS=52.8, Synergy_ZIP=2.91, Synergy_Bliss=1.56, Synergy_Loewe=-16.8, Synergy_HSA=2.92. (7) Drug 1: C1=C(C(=O)NC(=O)N1)N(CCCl)CCCl. Drug 2: CCC1(CC2CC(C3=C(CCN(C2)C1)C4=CC=CC=C4N3)(C5=C(C=C6C(=C5)C78CCN9C7C(C=CC9)(C(C(C8N6C)(C(=O)OC)O)OC(=O)C)CC)OC)C(=O)OC)O.OS(=O)(=O)O. Cell line: CCRF-CEM. Synergy scores: CSS=70.4, Synergy_ZIP=1.39, Synergy_Bliss=0.350, Synergy_Loewe=1.61, Synergy_HSA=2.59. (8) Drug 1: CC1OCC2C(O1)C(C(C(O2)OC3C4COC(=O)C4C(C5=CC6=C(C=C35)OCO6)C7=CC(=C(C(=C7)OC)O)OC)O)O. Drug 2: C1=NC(=NC(=O)N1C2C(C(C(O2)CO)O)O)N. Cell line: 786-0. Synergy scores: CSS=4.67, Synergy_ZIP=-6.32, Synergy_Bliss=-0.555, Synergy_Loewe=-3.97, Synergy_HSA=-0.331. (9) Drug 1: CN(CCCl)CCCl.Cl. Drug 2: CN(C(=O)NC(C=O)C(C(C(CO)O)O)O)N=O. Cell line: UACC-257. Synergy scores: CSS=6.30, Synergy_ZIP=-2.38, Synergy_Bliss=-1.81, Synergy_Loewe=-58.4, Synergy_HSA=-1.25.